This data is from Forward reaction prediction with 1.9M reactions from USPTO patents (1976-2016). The task is: Predict the product of the given reaction. (1) The product is: [CH3:8][N:5]1[C:6]([CH3:7])=[C:2]([CH:20]=[O:21])[C:3]([C:9]([F:12])([F:11])[F:10])=[N:4]1. Given the reactants Br[C:2]1[C:3]([C:9]([F:12])([F:11])[F:10])=[N:4][N:5]([CH3:8])[C:6]=1[CH3:7].C([Li])(C)(C)C.CN(C)[CH:20]=[O:21].Cl, predict the reaction product. (2) Given the reactants [NH2:1][C@@H:2]1[CH2:6][CH2:5][N:4]([C:7]([O:9][C:10]([CH3:13])([CH3:12])[CH3:11])=[O:8])[CH2:3]1.[CH:14](=O)[CH3:15].[BH4-].[Na+], predict the reaction product. The product is: [C:10]([O:9][C:7]([N:4]1[CH2:5][CH2:6][CH:2]([NH:1][CH2:14][CH3:15])[CH2:3]1)=[O:8])([CH3:13])([CH3:12])[CH3:11]. (3) Given the reactants [OH:1][NH:2][C:3]([C:5]1[C:10]([C:11]2[CH:16]=[CH:15][CH:14]=[CH:13][CH:12]=2)=[CH:9][CH:8]=[CH:7][N:6]=1)=[NH:4].[CH3:17][C:18]1[CH:26]=[C:22]([C:23](O)=O)[C:21]([OH:27])=[CH:20][CH:19]=1, predict the reaction product. The product is: [CH3:17][C:18]1[CH:19]=[CH:20][C:21]([OH:27])=[C:22]([C:23]2[O:1][N:2]=[C:3]([C:5]3[C:10]([C:11]4[CH:16]=[CH:15][CH:14]=[CH:13][CH:12]=4)=[CH:9][CH:8]=[CH:7][N:6]=3)[N:4]=2)[CH:26]=1. (4) Given the reactants [CH3:1][N:2]1[C:7]([CH3:9])([CH3:8])[CH:6]=[C:5]([C:10]2[CH:15]=[CH:14][C:13]([OH:16])=[CH:12][CH:11]=2)[CH2:4][C:3]1([CH3:18])[CH3:17], predict the reaction product. The product is: [CH3:1][N:2]1[C:7]([CH3:9])([CH3:8])[CH2:6][CH:5]([C:10]2[CH:11]=[CH:12][C:13]([OH:16])=[CH:14][CH:15]=2)[CH2:4][C:3]1([CH3:18])[CH3:17].